From a dataset of Catalyst prediction with 721,799 reactions and 888 catalyst types from USPTO. Predict which catalyst facilitates the given reaction. (1) Reactant: C([O:5][C:6](=[O:35])[CH2:7][NH:8][C:9](=[O:34])[CH2:10][N:11]1[N:15]=[N:14][C:13]([C:16]2[CH:21]=[C:20]([CH3:22])[N:19]=[C:18]([C:23](=[O:33])[NH:24][CH2:25][C:26]3[CH:31]=[CH:30][C:29]([F:32])=[CH:28][CH:27]=3)[CH:17]=2)=[N:12]1)(C)(C)C. Product: [F:32][C:29]1[CH:28]=[CH:27][C:26]([CH2:25][NH:24][C:23]([C:18]2[CH:17]=[C:16]([C:13]3[N:14]=[N:15][N:11]([CH2:10][C:9]([NH:8][CH2:7][C:6]([OH:35])=[O:5])=[O:34])[N:12]=3)[CH:21]=[C:20]([CH3:22])[N:19]=2)=[O:33])=[CH:31][CH:30]=1. The catalyst class is: 281. (2) Reactant: [C:1]([O:5][C:6]([N:8]1[CH2:15][CH2:14][CH2:13][C@H:9]1[C:10]([OH:12])=[O:11])=[O:7])([CH3:4])([CH3:3])[CH3:2].I[CH3:17].[H-].[Na+]. Product: [C:1]([O:5][C:6]([N:8]1[CH2:15][CH2:14][CH2:13][C@H:9]1[C:10]([O:12][CH3:17])=[O:11])=[O:7])([CH3:4])([CH3:2])[CH3:3]. The catalyst class is: 9. (3) Reactant: [Cl-].O[NH3+:3].[C:4](=[O:7])([O-])[OH:5].[Na+].CS(C)=O.[OH:13][C:14]([CH3:56])([CH3:55])[CH2:15][O:16][C@H:17]1[CH2:22][CH2:21][C@H:20]([N:23]2[C:28](=[O:29])[C:27]([CH2:30][C:31]3[CH:36]=[CH:35][C:34]([C:37]4[C:38]([C:43]#[N:44])=[CH:39][CH:40]=[CH:41][CH:42]=4)=[CH:33][CH:32]=3)=[C:26]([CH2:45][CH2:46][CH3:47])[N:25]3[N:48]=[C:49]([C:51]([F:54])([F:53])[F:52])[N:50]=[C:24]23)[CH2:19][CH2:18]1. Product: [OH:13][C:14]([CH3:55])([CH3:56])[CH2:15][O:16][C@H:17]1[CH2:22][CH2:21][C@H:20]([N:23]2[C:28](=[O:29])[C:27]([CH2:30][C:31]3[CH:32]=[CH:33][C:34]([C:37]4[CH:42]=[CH:41][CH:40]=[CH:39][C:38]=4[C:43]4[NH:3][C:4](=[O:7])[O:5][N:44]=4)=[CH:35][CH:36]=3)=[C:26]([CH2:45][CH2:46][CH3:47])[N:25]3[N:48]=[C:49]([C:51]([F:53])([F:52])[F:54])[N:50]=[C:24]23)[CH2:19][CH2:18]1. The catalyst class is: 13. (4) Reactant: [CH3:1][O:2][C:3]1([C:10]2[CH:17]=[CH:16][C:15]([C:18]([F:21])([F:20])[F:19])=[CH:14][C:11]=2[CH:12]=O)[CH2:9][CH2:8][CH2:7][CH2:6][CH2:5][CH2:4]1.[F:22][C:23]([F:37])([F:36])[C:24]1[CH:25]=[C:26]([CH:29]=[C:30]([C:32]([F:35])([F:34])[F:33])[CH:31]=1)[CH2:27][NH2:28].C(O)C.[BH4-].[Na+]. Product: [CH3:1][O:2][C:3]1([C:10]2[CH:17]=[CH:16][C:15]([C:18]([F:21])([F:20])[F:19])=[CH:14][C:11]=2[CH2:12][NH:28][CH2:27][C:26]2[CH:29]=[C:30]([C:32]([F:33])([F:34])[F:35])[CH:31]=[C:24]([C:23]([F:22])([F:36])[F:37])[CH:25]=2)[CH2:9][CH2:8][CH2:7][CH2:6][CH2:5][CH2:4]1. The catalyst class is: 11.